The task is: Predict which catalyst facilitates the given reaction.. This data is from Catalyst prediction with 721,799 reactions and 888 catalyst types from USPTO. Reactant: [H-].[Na+].[CH3:3][CH:4]([CH3:7])[CH2:5][OH:6].[Br:8][C:9]1[N:13]2[CH:14]=[C:15]([C:21]3[CH:26]=[CH:25][C:24]([Cl:27])=[CH:23][C:22]=3[Cl:28])[C:16]([C:19]#[N:20])=[C:17](Cl)[C:12]2=[N:11][CH:10]=1. Product: [Br:8][C:9]1[N:13]2[CH:14]=[C:15]([C:21]3[CH:26]=[CH:25][C:24]([Cl:27])=[CH:23][C:22]=3[Cl:28])[C:16]([C:19]#[N:20])=[C:17]([O:6][CH2:5][CH:4]([CH3:7])[CH3:3])[C:12]2=[N:11][CH:10]=1. The catalyst class is: 6.